Dataset: Catalyst prediction with 721,799 reactions and 888 catalyst types from USPTO. Task: Predict which catalyst facilitates the given reaction. Reactant: [Cl:1][C:2]1[CH:7]=[CH:6][C:5]([S:8][C:9]2[S:13][C:12]([C:14]([OH:16])=O)=[CH:11][CH:10]=2)=[CH:4][CH:3]=1.C1(OP(Cl)(OC2C=CC=CC=2)=O)C=CC=CC=1.[NH2:34][C@@H:35]1[CH:40]2[CH2:41][CH2:42][N:37]([CH2:38][CH2:39]2)[CH2:36]1.CO. Product: [N:37]12[CH2:42][CH2:41][CH:40]([CH2:39][CH2:38]1)[C@@H:35]([NH:34][C:14]([C:12]1[S:13][C:9]([S:8][C:5]3[CH:4]=[CH:3][C:2]([Cl:1])=[CH:7][CH:6]=3)=[CH:10][CH:11]=1)=[O:16])[CH2:36]2. The catalyst class is: 2.